This data is from Forward reaction prediction with 1.9M reactions from USPTO patents (1976-2016). The task is: Predict the product of the given reaction. (1) Given the reactants Cl[C:2]1[C:3]([CH:8]2[CH2:11][N:10]([C:12]([C:14]3[N:18]([CH3:19])[C:17]4[CH:20]=[CH:21][CH:22]=[CH:23][C:16]=4[N:15]=3)=[O:13])[CH2:9]2)=[N:4][CH:5]=[CH:6][N:7]=1.[C:24]1(B(O)O)[CH:29]=[CH:28][CH:27]=[CH:26][CH:25]=1.C([O-])([O-])=O.[Na+].[Na+].O, predict the reaction product. The product is: [CH3:19][N:18]1[C:17]2[CH:20]=[CH:21][CH:22]=[CH:23][C:16]=2[N:15]=[C:14]1[C:12]([N:10]1[CH2:11][CH:8]([C:3]2[C:2]([C:24]3[CH:29]=[CH:28][CH:27]=[CH:26][CH:25]=3)=[N:7][CH:6]=[CH:5][N:4]=2)[CH2:9]1)=[O:13]. (2) Given the reactants B(Br)(Br)Br.[F:5][C:6]1[CH:11]=[CH:10][C:9]([O:12]C)=[C:8]([CH:14]([CH3:19])[C:15]([F:18])([F:17])[F:16])[CH:7]=1.O, predict the reaction product. The product is: [F:5][C:6]1[CH:11]=[CH:10][C:9]([OH:12])=[C:8]([CH:14]([CH3:19])[C:15]([F:16])([F:17])[F:18])[CH:7]=1. (3) Given the reactants Cl[CH2:2][S:3]([N:6]1[CH2:11][CH2:10][N:9]([CH2:12][C:13]2[CH:18]=[CH:17][C:16]([C:19]#[N:20])=[CH:15][CH:14]=2)[C:8](=[O:21])[CH2:7]1)(=[O:5])=[O:4].[Cl:22][C:23]1[CH:30]=[C:27]([CH:28]=O)[C:26]([OH:31])=[CH:25][CH:24]=1.C(=O)([O-])[O-].[K+].[K+].[I-].[K+], predict the reaction product. The product is: [Cl:22][C:23]1[CH:24]=[CH:25][C:26]2[O:31][C:2]([S:3]([N:6]3[CH2:11][CH2:10][N:9]([CH2:12][C:13]4[CH:18]=[CH:17][C:16]([C:19]#[N:20])=[CH:15][CH:14]=4)[C:8](=[O:21])[CH2:7]3)(=[O:5])=[O:4])=[CH:28][C:27]=2[CH:30]=1. (4) Given the reactants [F-].C([N+](CCCC)(CCCC)CCCC)CCC.[Si]([O:26][CH2:27][CH2:28][CH2:29][O:30][C:31]1[CH:36]=[CH:35][C:34]([C:37]2[CH:42]=[CH:41][C:40]([C:43]([O:45][CH2:46][CH3:47])=[O:44])=[CH:39][CH:38]=2)=[CH:33][C:32]=1[C:48]1[CH:57]=[CH:56][C:55]2[C:54]([CH3:59])([CH3:58])[CH2:53][CH2:52][C:51]([CH3:61])([CH3:60])[C:50]=2[CH:49]=1)(C(C)(C)C)(C)C.O, predict the reaction product. The product is: [OH:26][CH2:27][CH2:28][CH2:29][O:30][C:31]1[CH:36]=[CH:35][C:34]([C:37]2[CH:38]=[CH:39][C:40]([C:43]([O:45][CH2:46][CH3:47])=[O:44])=[CH:41][CH:42]=2)=[CH:33][C:32]=1[C:48]1[CH:57]=[CH:56][C:55]2[C:54]([CH3:59])([CH3:58])[CH2:53][CH2:52][C:51]([CH3:60])([CH3:61])[C:50]=2[CH:49]=1. (5) Given the reactants [H-].[Na+].[C:3]1([CH2:9][CH:10]([CH2:16][C:17]([O:19][CH2:20][CH3:21])=[O:18])[C:11]([O:13][CH2:14][CH3:15])=[O:12])[CH:8]=[CH:7][CH:6]=[CH:5][CH:4]=1.BrC[C:24]1[CH:34]=[CH:33][CH:32]=[C:26]2[C:27]([NH:29][C:30](=[O:31])[C:25]=12)=[O:28].[CH2:35]1COCC1, predict the reaction product. The product is: [O:31]=[C:30]1[C:25]2[C:26](=[CH:32][CH:33]=[CH:34][CH:24]=2)[C:27](=[O:28])[N:29]1[CH2:35][C:10]([CH2:9][C:3]1[CH:4]=[CH:5][CH:6]=[CH:7][CH:8]=1)([CH2:16][C:17]([O:19][CH2:20][CH3:21])=[O:18])[C:11]([O:13][CH2:14][CH3:15])=[O:12]. (6) The product is: [OH:11][CH2:12][CH2:13][NH:9][C:8]1[CH:7]=[C:6]([CH3:15])[CH:5]=[C:4]([NH:16][CH2:20][CH2:19][OH:18])[C:3]=1[O:2][CH3:1]. Given the reactants [CH3:1][O:2][C:3]1[C:8]([N:9]2[CH2:13][CH2:12][O:11]C2=O)=[CH:7][C:6]([CH3:15])=[CH:5][C:4]=1[N:16]1[CH2:20][CH2:19][O:18]C1=O, predict the reaction product. (7) Given the reactants Cl[C:2]1[N:3]=[C:4]([N:13]2[CH2:18][CH2:17][N:16]([C:19](=[O:27])[CH2:20][C:21]3[CH:26]=[CH:25][CH:24]=[CH:23][CH:22]=3)[CH2:15][CH2:14]2)[C:5]2[CH:10]=[C:9]([CH2:11][CH3:12])[S:8][C:6]=2[N:7]=1.[NH2:28][CH2:29][CH2:30][CH2:31][OH:32], predict the reaction product. The product is: [CH2:11]([C:9]1[S:8][C:6]2[N:7]=[C:2]([NH:28][CH2:29][CH2:30][CH2:31][OH:32])[N:3]=[C:4]([N:13]3[CH2:18][CH2:17][N:16]([C:19](=[O:27])[CH2:20][C:21]4[CH:26]=[CH:25][CH:24]=[CH:23][CH:22]=4)[CH2:15][CH2:14]3)[C:5]=2[CH:10]=1)[CH3:12]. (8) Given the reactants [Br:1][C:2]1[CH:3]=[C:4]([N+:11]([O-:13])=[O:12])[C:5]([CH2:9]Br)=[C:6]([F:8])[CH:7]=1.C[N+]1([O-])CC[O:18]CC1, predict the reaction product. The product is: [Br:1][C:2]1[CH:3]=[C:4]([N+:11]([O-:13])=[O:12])[C:5]([CH:9]=[O:18])=[C:6]([F:8])[CH:7]=1. (9) The product is: [Cl:13][C:14]1[C:23]2[C:18](=[CH:19][CH:20]=[C:21]([O:24][CH3:25])[CH:22]=2)[C:17]([CH3:2])=[C:16]([Cl:26])[N:15]=1. Given the reactants N(C(C)C)[CH:2](C)C.[Li]CCCC.[Cl:13][C:14]1[C:23]2[C:18](=[CH:19][CH:20]=[C:21]([O:24][CH3:25])[CH:22]=2)[CH:17]=[C:16]([Cl:26])[N:15]=1.CI, predict the reaction product. (10) The product is: [C:25]([C:18]1[CH:17]=[C:16]2[C:11]([CH2:12][CH2:13][CH2:14][CH:15]2[CH2:19][C:20]2[N:21]=[CH:22][NH:23][CH:24]=2)=[CH:10][C:9]=1[O:8][CH3:7])([CH3:28])([CH3:27])[CH3:26]. Given the reactants S(=O)(=O)(O)O.Cl.[CH3:7][O:8][C:9]1[CH:10]=[C:11]2[C:16](=[CH:17][CH:18]=1)[CH:15]([CH2:19][C:20]1[N:21]=[CH:22][NH:23][CH:24]=1)[CH2:14][CH2:13][CH2:12]2.[C:25](O)([CH3:28])([CH3:27])[CH3:26].[OH-].[Na+], predict the reaction product.